From a dataset of Peptide-MHC class II binding affinity with 134,281 pairs from IEDB. Regression. Given a peptide amino acid sequence and an MHC pseudo amino acid sequence, predict their binding affinity value. This is MHC class II binding data. (1) The MHC is H-2-IAb with pseudo-sequence H-2-IAb. The binding affinity (normalized) is 0.202. The peptide sequence is SLFKNVRLLKCVSDS. (2) The peptide sequence is YKALPVVLENARILK. The MHC is DRB1_0802 with pseudo-sequence DRB1_0802. The binding affinity (normalized) is 0.434. (3) The peptide sequence is AAEQLWVTVYYGVPVWK. The MHC is DRB4_0101 with pseudo-sequence DRB4_0103. The binding affinity (normalized) is 0.377. (4) The peptide sequence is RELKCGDGIFIFRDS. The MHC is HLA-DQA10501-DQB10302 with pseudo-sequence HLA-DQA10501-DQB10302. The binding affinity (normalized) is 0.433. (5) The peptide sequence is RNVRFSDEGGFTCFF. The binding affinity (normalized) is 0.237. The MHC is DRB1_0301 with pseudo-sequence DRB1_0301. (6) The peptide sequence is MTEQQWNFAGIEAAA. The MHC is HLA-DQA10301-DQB10302 with pseudo-sequence HLA-DQA10301-DQB10302. The binding affinity (normalized) is 0.447. (7) The peptide sequence is PKKYFAATQFEPLAA. The MHC is HLA-DPA10201-DPB10101 with pseudo-sequence HLA-DPA10201-DPB10101. The binding affinity (normalized) is 0.859.